Dataset: Forward reaction prediction with 1.9M reactions from USPTO patents (1976-2016). Task: Predict the product of the given reaction. (1) Given the reactants [CH3:1][O:2][C:3]([NH:5][C@H:6]([C:11]([N:13]1[C@@H:17]([CH3:18])[CH2:16][CH2:15][C@H:14]1[C:19]1[NH:20][C:21]([C:24]2[CH:29]=[C:28]3[CH2:30][O:31][C:32]4[CH:59]=[C:58]5[C:35]([CH:36]=[CH:37][C:38]6[N:42]=[C:41]([C@@H:43]7[CH2:47][C@H:46]([CH2:48][O:49][CH3:50])[CH2:45][N:44]7C(OC(C)(C)C)=O)[NH:40][C:39]=65)=[CH:34][C:33]=4[C:27]3=[CH:26][CH:25]=2)=[CH:22][N:23]=1)=[O:12])[C@H:7]([CH2:9][CH3:10])[CH3:8])=[O:4].Cl.[CH3:61][O:62][C:63]([NH:65][C@@H:66]([CH:70]([CH3:72])[CH3:71])[C:67](O)=[O:68])=[O:64].CN(C(ON1N=NC2C=CC=NC1=2)=[N+](C)C)C.F[P-](F)(F)(F)(F)F.CCN(C(C)C)C(C)C, predict the reaction product. The product is: [CH3:1][O:2][C:3]([NH:5][C@@H:6]([C@@H:7]([CH3:8])[CH2:9][CH3:10])[C:11]([N:13]1[C@@H:17]([CH3:18])[CH2:16][CH2:15][C@H:14]1[C:19]1[NH:20][C:21]([C:24]2[CH:29]=[C:28]3[CH2:30][O:31][C:32]4[CH:59]=[C:58]5[C:35]([CH:36]=[CH:37][C:38]6[N:42]=[C:41]([C@@H:43]7[CH2:47][C@H:46]([CH2:48][O:49][CH3:50])[CH2:45][N:44]7[C:67](=[O:68])[C@@H:66]([NH:65][C:63](=[O:64])[O:62][CH3:61])[CH:70]([CH3:72])[CH3:71])[NH:40][C:39]=65)=[CH:34][C:33]=4[C:27]3=[CH:26][CH:25]=2)=[CH:22][N:23]=1)=[O:12])=[O:4]. (2) Given the reactants ClC1C=C(Cl)C=CC=1C1N=C(CC)C(N[C@@H]2C3C(=CC=CC=3)C[C@@H]2OCC)=NC=1CC.[CH2:32]([C:34]1[C:35]([NH:42][C@H:43]2[C@@H:47]([OH:48])[CH2:46][N:45]([C:49]([O:51][CH2:52][C:53]3[CH:58]=[CH:57][CH:56]=[CH:55][CH:54]=3)=[O:50])[CH2:44]2)=[N:36][C:37]([CH2:40][CH3:41])=[CH:38][N:39]=1)[CH3:33].[F:59][CH2:60][CH2:61]Br, predict the reaction product. The product is: [CH2:32]([C:34]1[C:35]([NH:42][C@H:43]2[C@@H:47]([O:48][CH2:61][CH2:60][F:59])[CH2:46][N:45]([C:49]([O:51][CH2:52][C:53]3[CH:58]=[CH:57][CH:56]=[CH:55][CH:54]=3)=[O:50])[CH2:44]2)=[N:36][C:37]([CH2:40][CH3:41])=[CH:38][N:39]=1)[CH3:33]. (3) Given the reactants [C:1]([C:4]1[CH:5]=[N:6][C:7]2[C:12]([C:13]=1[NH:14][C@H:15]1[CH2:20][CH2:19][C@H:18]([NH:21][C:22](=[O:28])[O:23][C:24]([CH3:27])([CH3:26])[CH3:25])[CH2:17][CH2:16]1)=[CH:11][C:10](Br)=[CH:9][CH:8]=2)(=[O:3])[CH3:2].[Cl:30][C:31]1[CH:36]=[C:35](B2OC(C)(C)C(C)(C)O2)[CH:34]=[C:33]([Cl:46])[C:32]=1[OH:47], predict the reaction product. The product is: [C:1]([C:4]1[CH:5]=[N:6][C:7]2[C:12]([C:13]=1[NH:14][C@H:15]1[CH2:20][CH2:19][C@H:18]([NH:21][C:22](=[O:28])[O:23][C:24]([CH3:27])([CH3:26])[CH3:25])[CH2:17][CH2:16]1)=[CH:11][C:10]([C:35]1[CH:36]=[C:31]([Cl:30])[C:32]([OH:47])=[C:33]([Cl:46])[CH:34]=1)=[CH:9][CH:8]=2)(=[O:3])[CH3:2].